Dataset: Forward reaction prediction with 1.9M reactions from USPTO patents (1976-2016). Task: Predict the product of the given reaction. Given the reactants [C:1]1([CH2:7][CH2:8][CH2:9][NH:10][C:11]2[C:20]3[C:15](=[CH:16][CH:17]=[CH:18][CH:19]=3)[CH:14]=[CH:13][C:12]=2[C:21](O)=[O:22])[CH:6]=[CH:5][CH:4]=[CH:3][CH:2]=1.ON1C2C=CC=CC=2N=N1.Cl.C(N=C=NCCCN(C)C)C.C(N(CC)C(C)C)(C)C.Cl.[CH3:56][O:57][C:58](=[O:63])[C:59]([NH2:62])([CH3:61])[CH3:60], predict the reaction product. The product is: [CH3:56][O:57][C:58](=[O:63])[C:59]([CH3:61])([NH:62][C:21]([C:12]1[CH:13]=[CH:14][C:15]2[C:20](=[CH:19][CH:18]=[CH:17][CH:16]=2)[C:11]=1[NH:10][CH2:9][CH2:8][CH2:7][C:1]1[CH:6]=[CH:5][CH:4]=[CH:3][CH:2]=1)=[O:22])[CH3:60].